Dataset: Catalyst prediction with 721,799 reactions and 888 catalyst types from USPTO. Task: Predict which catalyst facilitates the given reaction. (1) The catalyst class is: 28. Product: [CH2:5]([O:4][CH:1]([O:3][C:12]1[CH:11]=[CH:10][C:9]([Br:14])=[CH:8][CH:7]=1)[CH3:2])[CH3:6]. Reactant: [C:1]([O:4][CH2:5][CH3:6])(=[O:3])[CH3:2].[CH:7]1[C:12](O)=[CH:11][CH:10]=[C:9]([Br:14])[CH:8]=1.Cl.C(OC=C)C. (2) Reactant: [CH3:1][N:2]([CH3:13])[C:3]1[CH:8]=[CH:7][C:6]([S:9](O)(=[O:11])=[O:10])=[CH:5][CH:4]=1.P(Cl)(Cl)(Cl)(Cl)[Cl:15]. Product: [CH3:1][N:2]([CH3:13])[C:3]1[CH:8]=[CH:7][C:6]([S:9]([Cl:15])(=[O:11])=[O:10])=[CH:5][CH:4]=1. The catalyst class is: 2. (3) Reactant: [C:1]([O:4][C@@H:5]1[CH2:9][C:8](=[O:10])[N:7]([C@@H:11]2[CH2:16][CH2:15][CH2:14][CH2:13][C@H:12]2[OH:17])[C:6]1=[O:18])(=[O:3])[CH3:2].[CH2:19]([O:26][C:27]1[CH:28]=[C:29]([CH2:35][CH2:36]N=C([O-])C(Cl)(Cl)Cl)[CH:30]=[CH:31][C:32]=1[O:33][CH3:34])[C:20]1[CH:25]=[CH:24][CH:23]=[CH:22][CH:21]=1. Product: [C:1]([O:4][C@@H:5]1[CH2:9][C:8](=[O:10])[N:7]([C@@H:11]2[CH2:16][CH2:15][CH2:14][CH2:13][C@H:12]2[O:17][CH2:36][CH2:35][C:29]2[CH:30]=[CH:31][C:32]([O:33][CH3:34])=[C:27]([O:26][CH2:19][C:20]3[CH:25]=[CH:24][CH:23]=[CH:22][CH:21]=3)[CH:28]=2)[C:6]1=[O:18])(=[O:3])[CH3:2]. The catalyst class is: 4. (4) Reactant: [F:1][C:2]1[CH:3]=[C:4]([CH:7]=[C:8]([F:19])[C:9]=1[B:10]1[O:14][C:13]([CH3:16])([CH3:15])[C:12]([CH3:18])([CH3:17])[O:11]1)[CH:5]=[O:6].[BH4-].[Na+]. Product: [F:19][C:8]1[CH:7]=[C:4]([CH2:5][OH:6])[CH:3]=[C:2]([F:1])[C:9]=1[B:10]1[O:14][C:13]([CH3:15])([CH3:16])[C:12]([CH3:17])([CH3:18])[O:11]1. The catalyst class is: 191. (5) Reactant: [NH2:1][C:2]1[C:7]2=[C:8]([C:18]3[CH:23]=[CH:22][C:21]([NH2:24])=[CH:20][CH:19]=3)[CH:9]=[C:10]([C:11](OCCCC)=[O:12])[N:6]2[N:5]=[CH:4][N:3]=1.[H-].C([Al+]CC(C)C)C(C)C. Product: [NH2:1][C:2]1[C:7]2=[C:8]([C:18]3[CH:23]=[CH:22][C:21]([NH2:24])=[CH:20][CH:19]=3)[CH:9]=[C:10]([CH2:11][OH:12])[N:6]2[N:5]=[CH:4][N:3]=1. The catalyst class is: 1. (6) Reactant: [C:1]1([CH:7]2[CH2:9][O:8]2)[CH:6]=[CH:5][CH:4]=[CH:3][CH:2]=1.[O:10](S(C(F)(F)F)(=O)=O)[Li].[F:19][C:20]1[CH:25]=[C:24]([O:26][C:27]([F:32])([F:31])[CH:28]([F:30])[F:29])[CH:23]=[C:22]([C@@:33]([C:43]2[CH:48]=[CH:47][C:46]([F:49])=[CH:45][CH:44]=2)([N+:41]#[C-:42])[CH2:34][C:35]2[CH:40]=[CH:39][CH:38]=[CH:37][CH:36]=2)[CH:21]=1.[C:50](O)(=[O:52])[CH3:51]. Product: [C:50]([O:8][CH:7]([C:1]1[CH:2]=[CH:3][CH:4]=[CH:5][CH:6]=1)[CH2:9][C:42]([NH:41][C@@:33]([C:22]1[CH:23]=[C:24]([O:26][C:27]([F:32])([F:31])[CH:28]([F:30])[F:29])[CH:25]=[C:20]([F:19])[CH:21]=1)([C:43]1[CH:48]=[CH:47][C:46]([F:49])=[CH:45][CH:44]=1)[CH2:34][C:35]1[CH:40]=[CH:39][CH:38]=[CH:37][CH:36]=1)=[O:10])(=[O:52])[CH3:51]. The catalyst class is: 49. (7) Reactant: [C:1]12([CH2:11][NH:12][C:13](=[O:16])[CH2:14]Cl)[CH2:10][CH:5]3[CH2:6][CH:7]([CH2:9][CH:3]([CH2:4]3)[CH2:2]1)[CH2:8]2.[C:17]([N:20]1[CH2:26][CH2:25][CH2:24][NH:23][CH2:22][CH2:21]1)(=[O:19])[CH3:18].C([O-])([O-])=O.[K+].[K+].C(O)(C(F)(F)F)=O. Product: [C:17]([N:20]1[CH2:26][CH2:25][CH2:24][N:23]([CH2:14][C:13]([NH:12][CH2:11][C:1]23[CH2:10][CH:5]4[CH2:6][CH:7]([CH2:9][CH:3]([CH2:4]4)[CH2:2]2)[CH2:8]3)=[O:16])[CH2:22][CH2:21]1)(=[O:19])[CH3:18]. The catalyst class is: 2. (8) Reactant: [Br:1][C:2]1[CH:3]=[C:4]2[C:8](=[C:9]([C:11]([OH:13])=O)[CH:10]=1)[N:7]([CH3:14])[CH:6]=[C:5]2[CH:15]([CH3:17])[CH3:16].Cl.[NH2:19][CH2:20][C:21]1[C:22](=[O:35])[NH:23][C:24]([CH3:34])=[CH:25][C:26]=1[CH2:27][C:28]1[CH:33]=[CH:32][CH:31]=[CH:30][CH:29]=1.ON1C2N=CC=CC=2N=N1.C(Cl)CCl.CN1CCOCC1. Product: [CH2:27]([C:26]1[CH:25]=[C:24]([CH3:34])[NH:23][C:22](=[O:35])[C:21]=1[CH2:20][NH:19][C:11]([C:9]1[CH:10]=[C:2]([Br:1])[CH:3]=[C:4]2[C:8]=1[N:7]([CH3:14])[CH:6]=[C:5]2[CH:15]([CH3:17])[CH3:16])=[O:13])[C:28]1[CH:29]=[CH:30][CH:31]=[CH:32][CH:33]=1. The catalyst class is: 374. (9) Reactant: [Cl:1][C:2]1[N:10]=[C:9]([Cl:11])[CH:8]=[CH:7][C:3]=1[C:4]([OH:6])=[O:5].[CH3:12][C:13](OC(OC(O[C:13]([CH3:15])([CH3:14])[CH3:12])=O)=O)([CH3:15])[CH3:14]. Product: [Cl:1][C:2]1[N:10]=[C:9]([Cl:11])[CH:8]=[CH:7][C:3]=1[C:4]([O:6][C:13]([CH3:15])([CH3:14])[CH3:12])=[O:5]. The catalyst class is: 230. (10) Product: [C:1]([O:5][C:6](=[O:19])[CH2:7][CH2:8][C:9]1[CH:14]=[C:13]([CH3:15])[C:12]([C:16]2[NH:38][C:37]3[CH:36]=[CH:35][C:23]([C:24](=[O:25])[NH:26][C:27]4[CH:32]=[CH:31][C:30]([CH3:33])=[C:29]([CH3:34])[CH:28]=4)=[CH:22][C:21]=3[N:20]=2)=[C:11]([CH3:18])[CH:10]=1)([CH3:4])([CH3:3])[CH3:2]. The catalyst class is: 197. Reactant: [C:1]([O:5][C:6](=[O:19])[CH2:7][CH2:8][C:9]1[CH:14]=[C:13]([CH3:15])[C:12]([CH:16]=O)=[C:11]([CH3:18])[CH:10]=1)([CH3:4])([CH3:3])[CH3:2].[NH2:20][C:21]1[CH:22]=[C:23]([CH:35]=[CH:36][C:37]=1[NH2:38])[C:24]([NH:26][C:27]1[CH:32]=[CH:31][C:30]([CH3:33])=[C:29]([CH3:34])[CH:28]=1)=[O:25].C(S([O-])(=O)=O)(F)(F)F.C(S([O-])(=O)=O)(F)(F)F.C(S([O-])(=O)=O)(F)(F)F.[Yb+3].O.